The task is: Predict the reactants needed to synthesize the given product.. This data is from Retrosynthesis with 50K atom-mapped reactions and 10 reaction types from USPTO. (1) Given the product FC(F)(F)c1cccc(-c2csc(N3CCNCC3)n2)c1, predict the reactants needed to synthesize it. The reactants are: CC(C)(C)OC(=O)N1CCN(c2nc(-c3cccc(C(F)(F)F)c3)cs2)CC1. (2) Given the product CCCC(C(=O)O)c1c(C)nc(N2CC(C)CC(C)C2)nc1-c1ccc(C)cc1, predict the reactants needed to synthesize it. The reactants are: CCCC(C(=O)OC)c1c(C)nc(N2CC(C)CC(C)C2)nc1-c1ccc(C)cc1. (3) Given the product Cc1noc(-c2ccc(N3CCN(C(=O)OC(C)(C)C)CC3)c(F)c2)n1, predict the reactants needed to synthesize it. The reactants are: C/C(N)=N/OC(=O)c1ccc(N2CCN(C(=O)OC(C)(C)C)CC2)c(F)c1. (4) Given the product CN(C)CCOC(=O)Oc1ccccc1, predict the reactants needed to synthesize it. The reactants are: CN(C)CCO.O=C(Cl)Oc1ccccc1.